This data is from Full USPTO retrosynthesis dataset with 1.9M reactions from patents (1976-2016). The task is: Predict the reactants needed to synthesize the given product. (1) Given the product [F:23][C:17]1[CH:18]=[C:19]([F:22])[CH:20]=[CH:21][C:16]=1[C:13]1[CH:14]=[CH:15][C:10]([CH2:9][N:5]2[CH2:4][CH:3]([CH2:2][N:26]([CH2:24][CH3:25])[CH3:27])[O:7][C:6]2=[O:8])=[CH:11][CH:12]=1, predict the reactants needed to synthesize it. The reactants are: Cl[CH2:2][CH:3]1[O:7][C:6](=[O:8])[N:5]([CH2:9][C:10]2[CH:15]=[CH:14][C:13]([C:16]3[CH:21]=[CH:20][C:19]([F:22])=[CH:18][C:17]=3[F:23])=[CH:12][CH:11]=2)[CH2:4]1.[CH2:24]([NH:26][CH3:27])[CH3:25]. (2) Given the product [CH3:36][O:35][C:33]([C:32]1[CH:31]=[CH:30][C:29]([C:2]2[CH:7]=[CH:6][C:5]([CH:8]([CH3:24])[C:9]([C:15]3[CH:16]=[CH:17][C:18](=[O:23])[N:19]([CH2:21][CH3:22])[CH:20]=3)([OH:14])[C:10]([F:13])([F:12])[F:11])=[C:4]([Cl:25])[CH:3]=2)=[CH:28][C:27]=1[F:26])=[O:34], predict the reactants needed to synthesize it. The reactants are: Br[C:2]1[CH:7]=[CH:6][C:5]([CH:8]([CH3:24])[C:9]([C:15]2[CH:16]=[CH:17][C:18](=[O:23])[N:19]([CH2:21][CH3:22])[CH:20]=2)([OH:14])[C:10]([F:13])([F:12])[F:11])=[C:4]([Cl:25])[CH:3]=1.[F:26][C:27]1[CH:28]=[C:29](B(O)O)[CH:30]=[CH:31][C:32]=1[C:33]([O:35][CH3:36])=[O:34]. (3) Given the product [CH2:17]([C:16]1[C:1]([OH:4])=[N:13][C:12]([NH:11][C:5]2[CH:10]=[CH:9][CH:8]=[CH:7][CH:6]=2)=[N:14][C:15]=1[CH3:21])[CH2:18][CH2:19][CH3:20], predict the reactants needed to synthesize it. The reactants are: [C:1](=[O:4])(O)O.[C:5]1([NH:11][C:12]([NH2:14])=[NH:13])[CH:10]=[CH:9][CH:8]=[CH:7][CH:6]=1.[C:15]1([CH3:21])[CH:20]=[CH:19][CH:18]=[CH:17][CH:16]=1. (4) Given the product [CH3:1][C:2]1[N:3]=[C:4]([CH2:22][CH2:23][C:24]([F:27])([F:26])[F:25])[N:5]([C:7]2[C:12]([NH2:13])=[CH:11][CH:10]=[C:9]([O:16][CH2:17][C:18]([F:19])([F:21])[F:20])[N:8]=2)[CH:6]=1, predict the reactants needed to synthesize it. The reactants are: [CH3:1][C:2]1[N:3]=[C:4]([CH2:22][CH2:23][C:24]([F:27])([F:26])[F:25])[N:5]([C:7]2[C:12]([N+:13]([O-])=O)=[CH:11][CH:10]=[C:9]([O:16][CH2:17][C:18]([F:21])([F:20])[F:19])[N:8]=2)[CH:6]=1.C1COCC1.C([O-])=O.[NH4+].